This data is from Forward reaction prediction with 1.9M reactions from USPTO patents (1976-2016). The task is: Predict the product of the given reaction. (1) The product is: [C:1]([NH:9][NH:10][C:42]([NH:41][C:39]1[CH:38]=[CH:37][C:13]([O:14][C:15]2[CH:20]=[CH:19][N:18]=[C:17]3[CH:21]=[C:22]([C:24]4[CH2:29][CH2:28][N:27]([C:30]([O:32][C:33]([CH3:35])([CH3:36])[CH3:34])=[O:31])[CH2:26][CH:25]=4)[S:23][C:16]=23)=[C:12]([F:11])[CH:40]=1)=[O:43])(=[O:8])[C:2]1[CH:7]=[CH:6][CH:5]=[CH:4][CH:3]=1. Given the reactants [C:1]([NH:9][NH2:10])(=[O:8])[C:2]1[CH:7]=[CH:6][CH:5]=[CH:4][CH:3]=1.[F:11][C:12]1[CH:40]=[C:39]([NH:41][C:42](OC2C=CC([N+]([O-])=O)=CC=2)=[O:43])[CH:38]=[CH:37][C:13]=1[O:14][C:15]1[CH:20]=[CH:19][N:18]=[C:17]2[CH:21]=[C:22]([C:24]3[CH2:29][CH2:28][N:27]([C:30]([O:32][C:33]([CH3:36])([CH3:35])[CH3:34])=[O:31])[CH2:26][CH:25]=3)[S:23][C:16]=12, predict the reaction product. (2) Given the reactants [Br:1][C:2]1[CH:7]=[CH:6][C:5]([C:8]([CH3:12])([CH3:11])[CH2:9]O)=[CH:4][CH:3]=1.CCN(S(F)(F)[F:19])CC, predict the reaction product. The product is: [Br:1][C:2]1[CH:7]=[CH:6][C:5]([C:8]([CH3:12])([CH3:11])[CH2:9][F:19])=[CH:4][CH:3]=1. (3) The product is: [CH3:22][O:21][CH2:20][CH2:19][O:18][CH2:17][CH2:16][N:1]1[C:9]2[C:4](=[CH:5][CH:6]=[CH:7][CH:8]=2)[C:3]([C:10]([O:12][CH2:13][CH3:14])=[O:11])=[N:2]1. Given the reactants [NH:1]1[C:9]2[C:4](=[CH:5][CH:6]=[CH:7][CH:8]=2)[C:3]([C:10]([O:12][CH2:13][CH3:14])=[O:11])=[N:2]1.Br[CH2:16][CH2:17][O:18][CH2:19][CH2:20][O:21][CH3:22], predict the reaction product. (4) Given the reactants [Cl:1][C:2]1[CH:3]=[CH:4][C:5]2[N:11]3[CH:12]=[CH:13][CH:14]=[C:10]3[C@@H:9]([CH2:15][CH2:16][C:17]3[N:18]=[N:19][N:20]([CH2:22][C:23]([O:25]CC)=[O:24])[CH:21]=3)[O:8][C@H:7]([C:28]3[CH:33]=[CH:32][CH:31]=[C:30]([O:34][CH3:35])[C:29]=3[O:36][CH3:37])[C:6]=2[CH:38]=1.O.C(=O)([O-])[O-].[K+].[K+].C(O)(=O)CC(CC(O)=O)(C(O)=O)O, predict the reaction product. The product is: [Cl:1][C:2]1[CH:3]=[CH:4][C:5]2[N:11]3[CH:12]=[CH:13][CH:14]=[C:10]3[C@@H:9]([CH2:15][CH2:16][C:17]3[N:18]=[N:19][N:20]([CH2:22][C:23]([OH:25])=[O:24])[CH:21]=3)[O:8][C@H:7]([C:28]3[CH:33]=[CH:32][CH:31]=[C:30]([O:34][CH3:35])[C:29]=3[O:36][CH3:37])[C:6]=2[CH:38]=1.